Regression. Given two drug SMILES strings and cell line genomic features, predict the synergy score measuring deviation from expected non-interaction effect. From a dataset of NCI-60 drug combinations with 297,098 pairs across 59 cell lines. Drug 1: C1=C(C(=O)NC(=O)N1)F. Drug 2: CC1=C(N=C(N=C1N)C(CC(=O)N)NCC(C(=O)N)N)C(=O)NC(C(C2=CN=CN2)OC3C(C(C(C(O3)CO)O)O)OC4C(C(C(C(O4)CO)O)OC(=O)N)O)C(=O)NC(C)C(C(C)C(=O)NC(C(C)O)C(=O)NCCC5=NC(=CS5)C6=NC(=CS6)C(=O)NCCC[S+](C)C)O. Cell line: SF-539. Synergy scores: CSS=30.0, Synergy_ZIP=-1.11, Synergy_Bliss=0.584, Synergy_Loewe=2.23, Synergy_HSA=3.08.